Dataset: Full USPTO retrosynthesis dataset with 1.9M reactions from patents (1976-2016). Task: Predict the reactants needed to synthesize the given product. (1) Given the product [C:19]([C:23]1[CH:11]([C:10]2[CH:13]=[CH:14][CH:15]=[C:16]([Cl:17])[C:9]=2[Cl:8])[C:23]2[C:19](=[N:20][NH:21][CH:22]=2)[NH:18][C:22]=1[CH:4]1[CH2:1][CH2:2]1)#[N:18], predict the reactants needed to synthesize it. The reactants are: [CH:1]1([C:4](OC)=O)C[CH2:2]1.[Cl:8][C:9]1[C:16]([Cl:17])=[CH:15][CH:14]=[CH:13][C:10]=1[CH:11]=O.[NH2:18][C:19]1[CH:23]=[CH:22][NH:21][N:20]=1. (2) Given the product [CH2:8]([O:15][C:16]1[CH:17]=[C:18]2[C:23](=[CH:24][CH:25]=1)[N:22]1[N:26]=[N:27][N:28]=[C:21]1[C:20]1[N:29]=[C:5]([CH2:4][O:3][CH2:1][CH3:2])[N:30]([CH2:31][CH:32]([CH3:34])[CH3:33])[C:19]2=1)[C:9]1[CH:10]=[CH:11][CH:12]=[CH:13][CH:14]=1, predict the reactants needed to synthesize it. The reactants are: [CH2:1]([O:3][CH2:4][C:5](Cl)=O)[CH3:2].[CH2:8]([O:15][C:16]1[CH:17]=[C:18]2[C:23](=[CH:24][CH:25]=1)[N:22]1[N:26]=[N:27][N:28]=[C:21]1[C:20]([NH2:29])=[C:19]2[NH:30][CH2:31][CH:32]([CH3:34])[CH3:33])[C:9]1[CH:14]=[CH:13][CH:12]=[CH:11][CH:10]=1. (3) Given the product [OH:18][C:11]1[C:12]([CH2:6][N:1]2[CH2:5][CH2:4][CH2:3][CH2:2]2)=[CH:13][C:14]([CH:16]=[O:17])=[CH:15][C:10]=1[O:9][CH3:8], predict the reactants needed to synthesize it. The reactants are: [NH:1]1[CH2:5][CH2:4][CH2:3][CH2:2]1.[CH2:6]=O.[CH3:8][O:9][C:10]1[CH:15]=[C:14]([CH:16]=[O:17])[CH:13]=[CH:12][C:11]=1[OH:18]. (4) Given the product [CH2:1]([N:5]([S:15]([C:18]1[CH:23]=[CH:22][C:21]([N+:24]([O-:26])=[O:25])=[CH:20][CH:19]=1)(=[O:17])=[O:16])[C@H:6]([C:12]([OH:14])=[O:13])[CH2:7][CH2:8][CH2:9][CH2:10][NH:11][C:27](=[O:36])[CH2:28][CH2:29][C:30]1[CH:35]=[CH:34][CH:33]=[CH:32][CH:31]=1)[CH:2]([CH3:4])[CH3:3], predict the reactants needed to synthesize it. The reactants are: [CH2:1]([N:5]([S:15]([C:18]1[CH:23]=[CH:22][C:21]([N+:24]([O-:26])=[O:25])=[CH:20][CH:19]=1)(=[O:17])=[O:16])[C@H:6]([C:12]([OH:14])=[O:13])[CH2:7][CH2:8][CH2:9][CH2:10][NH2:11])[CH:2]([CH3:4])[CH3:3].[C:27](O)(=[O:36])[CH2:28][CH2:29][C:30]1[CH:35]=[CH:34][CH:33]=[CH:32][CH:31]=1.